From a dataset of Full USPTO retrosynthesis dataset with 1.9M reactions from patents (1976-2016). Predict the reactants needed to synthesize the given product. (1) Given the product [CH:1]12[CH2:7][CH:4]([CH2:5][CH2:6]1)[CH2:3][CH:2]2[CH2:8][C:9]([O:11][CH3:12])=[O:10], predict the reactants needed to synthesize it. The reactants are: [CH:1]12[CH2:7][CH:4]([CH2:5][CH2:6]1)[CH2:3][CH:2]2[CH2:8][C:9]([OH:11])=[O:10].[CH2:12](OCC)C.C[Si](C=[N+]=[N-])(C)C. (2) Given the product [Si:19]([O:6][C:7]1[C:12](=[O:13])[CH:11]=[CH:10][O:9][C:8]=1[CH3:14])([C:15]([CH3:18])([CH3:17])[CH3:16])([CH3:22])[CH3:21], predict the reactants needed to synthesize it. The reactants are: N1C=CN=C1.[OH:6][C:7]1[C:12](=[O:13])[CH:11]=[CH:10][O:9][C:8]=1[CH3:14].[C:15]([Si:19]([CH3:22])([CH3:21])Cl)([CH3:18])([CH3:17])[CH3:16].C(=O)([O-])O. (3) Given the product [CH3:37][O:36][C:33]1[C:34]2[N:35]=[C:27]([NH:26][C:25]([N:12]3[CH2:11][CH2:10][C:9]([OH:15])([C:7]4[CH:6]=[CH:5][CH:4]=[C:3]([C:2]([F:1])([F:16])[F:17])[N:8]=4)[CH2:14][CH2:13]3)=[O:24])[S:28][C:29]=2[N:30]=[CH:31][N:32]=1, predict the reactants needed to synthesize it. The reactants are: [F:1][C:2]([F:17])([F:16])[C:3]1[N:8]=[C:7]([C:9]2([OH:15])[CH2:14][CH2:13][NH:12][CH2:11][CH2:10]2)[CH:6]=[CH:5][CH:4]=1.C1([O:24][C:25](=O)[NH:26][C:27]2[S:28][C:29]3[N:30]=[CH:31][N:32]=[C:33]([O:36][CH3:37])[C:34]=3[N:35]=2)C=CC=CC=1.C(=O)(O)[O-].[Na+]. (4) Given the product [Cl:9][C:4]1[CH:3]=[C:2]([N:1]([S:18]([CH3:17])(=[O:20])=[O:19])[S:18]([CH3:17])(=[O:20])=[O:19])[C:7]([I:8])=[CH:6][N:5]=1, predict the reactants needed to synthesize it. The reactants are: [NH2:1][C:2]1[C:7]([I:8])=[CH:6][N:5]=[C:4]([Cl:9])[CH:3]=1.C(N(CC)CC)C.[CH3:17][S:18](Cl)(=[O:20])=[O:19]. (5) Given the product [CH:1]([O:4][C:5]1[N:14]=[CH:13][CH:12]=[CH:11][C:6]=1[C:7]([O-:9])=[O:8])([CH3:3])[CH3:2].[K+:20], predict the reactants needed to synthesize it. The reactants are: [CH:1]([O:4][C:5]1[N:14]=[CH:13][CH:12]=[CH:11][C:6]=1[C:7]([O:9]C)=[O:8])([CH3:3])[CH3:2].C[Si](C)(C)[O-].[K+:20]. (6) Given the product [O:4]1[C:5]2[CH:11]=[CH:10][CH:9]=[CH:8][C:6]=2[CH2:7][CH:3]1[CH2:2][N:18]1[CH2:23][CH2:22][NH:21][CH2:20][CH2:19]1, predict the reactants needed to synthesize it. The reactants are: I[CH2:2][CH:3]1[CH2:7][C:6]2[CH:8]=[CH:9][CH:10]=[CH:11][C:5]=2[O:4]1.C(=O)([O-])[O-].[K+].[K+].[NH:18]1[CH2:23][CH2:22][NH:21][CH2:20][CH2:19]1. (7) Given the product [Br:1][C:2]1[CH:12]=[C:11]2[C:5]([CH:6]3[CH2:14][CH:8]([N:9]=[C:10]2[NH:19][CH2:18][CH:17]([O:20][CH3:21])[O:16][CH3:15])[CH2:7]3)=[CH:4][CH:3]=1, predict the reactants needed to synthesize it. The reactants are: [Br:1][C:2]1[CH:12]=[C:11]2[C:5]([CH:6]3[CH2:14][CH:8]([N:9]=[C:10]2Cl)[CH2:7]3)=[CH:4][CH:3]=1.[CH3:15][O:16][CH:17]([O:20][CH3:21])[CH2:18][NH2:19].